Predict the reactants needed to synthesize the given product. From a dataset of Full USPTO retrosynthesis dataset with 1.9M reactions from patents (1976-2016). (1) Given the product [F:1][C:2]1[CH:7]=[CH:6][CH:5]=[CH:4][C:3]=1[N:8]1[C:12]([C:13]2[C:18](=[O:19])[CH:17]=[CH:16][N:15]([C:20]3[CH:21]=[C:22]([N:26]([CH3:30])[C:27](=[O:29])[CH3:28])[CH:23]=[CH:24][CH:25]=3)[N:14]=2)=[CH:11][CH:10]=[N:9]1, predict the reactants needed to synthesize it. The reactants are: [F:1][C:2]1[CH:7]=[CH:6][CH:5]=[CH:4][C:3]=1[N:8]1[C:12]([C:13]2[C:18](=[O:19])[CH:17]=[CH:16][N:15]([C:20]3[CH:21]=[C:22]([NH:26][C:27](=[O:29])[CH3:28])[CH:23]=[CH:24][CH:25]=3)[N:14]=2)=[CH:11][CH:10]=[N:9]1.[CH3:30]I.[H-].[Na+]. (2) Given the product [CH3:22][N:23]([CH3:42])[C:24]1[S:25][C:26]([C:2]2[N:7]=[C:6]([NH:8][C:9]3[N:14]=[CH:13][C:12]4[N:15]=[C:16]([CH3:21])[N:17]([CH:18]([CH3:20])[CH3:19])[C:11]=4[CH:10]=3)[CH:5]=[CH:4][N:3]=2)=[CH:27][N:28]=1, predict the reactants needed to synthesize it. The reactants are: Cl[C:2]1[N:7]=[C:6]([NH:8][C:9]2[N:14]=[CH:13][C:12]3[N:15]=[C:16]([CH3:21])[N:17]([CH:18]([CH3:20])[CH3:19])[C:11]=3[CH:10]=2)[CH:5]=[CH:4][N:3]=1.[CH3:22][N:23]([CH3:42])[C:24]1[S:25][C:26]([Sn](CCCC)(CCCC)CCCC)=[CH:27][N:28]=1. (3) Given the product [Br:18][C:15]1[CH:16]=[CH:17][C:12]([NH:11][C:10]2[C:5]([C:3]([OH:4])=[O:2])=[CH:6][NH:7][C:8](=[O:21])[C:9]=2[F:20])=[C:13]([F:19])[CH:14]=1, predict the reactants needed to synthesize it. The reactants are: C[O:2][C:3]([C:5]1[C:10]([NH:11][C:12]2[CH:17]=[CH:16][C:15]([Br:18])=[CH:14][C:13]=2[F:19])=[C:9]([F:20])[C:8](=[O:21])[NH:7][CH:6]=1)=[O:4].C1COCC1.[Li+].[OH-].Cl.